From a dataset of Full USPTO retrosynthesis dataset with 1.9M reactions from patents (1976-2016). Predict the reactants needed to synthesize the given product. (1) Given the product [F:1][C:2]1[CH:10]=[CH:9][C:5]([CH2:6][C:7]2[N:13]=[N:14][NH:15][N:8]=2)=[CH:4][CH:3]=1, predict the reactants needed to synthesize it. The reactants are: [F:1][C:2]1[CH:10]=[CH:9][C:5]([CH2:6][C:7]#[N:8])=[CH:4][CH:3]=1.[Cl-].[NH4+].[N-:13]=[N+:14]=[N-:15].[Na+].O. (2) Given the product [NH2:47][CH2:46][CH2:45][CH2:44][NH:43][C@H:41]([C:39]1[CH:38]=[N:37][N:36]([CH2:35][C@@H:27]2[C@H:26]([NH:25][C:23](=[O:24])/[C:22](=[N:21]\[O:20][C:17]3([C:15]([OH:16])=[O:14])[CH2:19][CH2:18]3)/[C:62]3[N:63]=[C:64]([NH2:67])[S:65][CH:66]=3)[C:29](=[O:30])[N:28]2[S:31]([OH:34])(=[O:32])=[O:33])[N:40]=1)[CH3:42], predict the reactants needed to synthesize it. The reactants are: C([O:14][C:15]([C:17]1([O:20]/[N:21]=[C:22](/[C:62]2[N:63]=[C:64]([NH:67]C(OC(C)(C)C)=O)[S:65][CH:66]=2)\[C:23]([NH:25][C@@H:26]2[C:29](=[O:30])[N:28]([S:31]([OH:34])(=[O:33])=[O:32])[C@@H:27]2[CH2:35][N:36]2[N:40]=[C:39]([C@@H:41]([N:43](C(OC(C)(C)C)=O)[CH2:44][CH2:45][CH2:46][NH:47]C(OC(C)(C)C)=O)[CH3:42])[CH:38]=[N:37]2)=[O:24])[CH2:19][CH2:18]1)=[O:16])(C1C=CC=CC=1)C1C=CC=CC=1.C1(OC)C=CC=CC=1.C(O)(C(F)(F)F)=O. (3) Given the product [C:19]([O:22][CH2:23][C:24]1[C:25]([N:39]2[CH2:51][CH2:50][N:42]3[C:43]4[CH2:44][CH2:45][CH2:46][CH2:47][C:48]=4[CH:49]=[C:41]3[C:40]2=[O:52])=[N:26][CH:27]=[CH:28][C:29]=1[C:2]1[CH:3]=[C:4]([NH:10][C:11]2[CH:12]=[C:13]([CH:16]3[CH2:18][CH2:17]3)[NH:14][N:15]=2)[C:5](=[O:9])[N:6]([CH3:8])[CH:7]=1)(=[O:21])[CH3:20], predict the reactants needed to synthesize it. The reactants are: Br[C:2]1[CH:3]=[C:4]([NH:10][C:11]2[NH:15][N:14]=[C:13]([CH:16]3[CH2:18][CH2:17]3)[CH:12]=2)[C:5](=[O:9])[N:6]([CH3:8])[CH:7]=1.[C:19]([O:22][CH2:23][C:24]1[C:25]([N:39]2[CH2:51][CH2:50][N:42]3[C:43]4[CH2:44][CH2:45][CH2:46][CH2:47][C:48]=4[CH:49]=[C:41]3[C:40]2=[O:52])=[N:26][CH:27]=[CH:28][C:29]=1B1OC(C)(C)C(C)(C)O1)(=[O:21])[CH3:20].[O-]P([O-])([O-])=O.[K+].[K+].[K+].CC([O-])=O.[Na+]. (4) Given the product [C:14]([O:17][C:18]1[CH:26]=[CH:25][C:21]([C:22]([Cl:29])=[O:23])=[CH:20][CH:19]=1)(=[O:16])[CH3:15], predict the reactants needed to synthesize it. The reactants are: C1(NC2CCCCC2)CCCCC1.[C:14]([O:17][C:18]1[CH:26]=[CH:25][C:21]([C:22](O)=[O:23])=[CH:20][CH:19]=1)(=[O:16])[CH3:15].S(Cl)([Cl:29])=O. (5) Given the product [F:31][C:28]1[CH:29]=[CH:30][C:25]([O:24][C:22](=[O:23])[N:20]([C@H:18]2[C@H:17]([C:32]3[CH:37]=[CH:36][C:35]([Cl:38])=[CH:34][CH:33]=3)[CH2:16][N:15]([C:13]([CH:10]3[CH2:11][CH2:12][NH:8][CH2:9]3)=[O:14])[CH2:19]2)[CH3:21])=[CH:26][CH:27]=1, predict the reactants needed to synthesize it. The reactants are: C(OC([N:8]1[CH2:12][CH2:11][CH:10]([C:13]([N:15]2[CH2:19][C@@H:18]([N:20]([C:22]([O:24][C:25]3[CH:30]=[CH:29][C:28]([F:31])=[CH:27][CH:26]=3)=[O:23])[CH3:21])[C@H:17]([C:32]3[CH:37]=[CH:36][C:35]([Cl:38])=[CH:34][CH:33]=3)[CH2:16]2)=[O:14])[CH2:9]1)=O)(C)(C)C.FC(F)(F)C(O)=O.C(=O)([O-])[O-].[Na+].[Na+].